From a dataset of NCI-60 drug combinations with 297,098 pairs across 59 cell lines. Regression. Given two drug SMILES strings and cell line genomic features, predict the synergy score measuring deviation from expected non-interaction effect. (1) Cell line: SF-268. Drug 2: CC1CCC2CC(C(=CC=CC=CC(CC(C(=O)C(C(C(=CC(C(=O)CC(OC(=O)C3CCCCN3C(=O)C(=O)C1(O2)O)C(C)CC4CCC(C(C4)OC)OCCO)C)C)O)OC)C)C)C)OC. Synergy scores: CSS=24.1, Synergy_ZIP=-3.43, Synergy_Bliss=1.54, Synergy_Loewe=1.19, Synergy_HSA=1.45. Drug 1: C1=CN(C(=O)N=C1N)C2C(C(C(O2)CO)O)O.Cl. (2) Synergy scores: CSS=65.6, Synergy_ZIP=11.0, Synergy_Bliss=12.3, Synergy_Loewe=15.9, Synergy_HSA=17.0. Drug 1: CN1CCC(CC1)COC2=C(C=C3C(=C2)N=CN=C3NC4=C(C=C(C=C4)Br)F)OC. Drug 2: CC1=C(C=C(C=C1)NC2=NC=CC(=N2)N(C)C3=CC4=NN(C(=C4C=C3)C)C)S(=O)(=O)N.Cl. Cell line: CAKI-1. (3) Drug 1: CC1CCC2CC(C(=CC=CC=CC(CC(C(=O)C(C(C(=CC(C(=O)CC(OC(=O)C3CCCCN3C(=O)C(=O)C1(O2)O)C(C)CC4CCC(C(C4)OC)OCCO)C)C)O)OC)C)C)C)OC. Drug 2: CS(=O)(=O)CCNCC1=CC=C(O1)C2=CC3=C(C=C2)N=CN=C3NC4=CC(=C(C=C4)OCC5=CC(=CC=C5)F)Cl. Cell line: UACC62. Synergy scores: CSS=4.95, Synergy_ZIP=2.51, Synergy_Bliss=5.29, Synergy_Loewe=5.76, Synergy_HSA=4.54. (4) Drug 1: C1=CN(C(=O)N=C1N)C2C(C(C(O2)CO)O)O.Cl. Drug 2: CC1=C2C(C(=O)C3(C(CC4C(C3C(C(C2(C)C)(CC1OC(=O)C(C(C5=CC=CC=C5)NC(=O)OC(C)(C)C)O)O)OC(=O)C6=CC=CC=C6)(CO4)OC(=O)C)O)C)O. Cell line: SW-620. Synergy scores: CSS=43.3, Synergy_ZIP=-1.10, Synergy_Bliss=0.796, Synergy_Loewe=0.161, Synergy_HSA=1.28. (5) Drug 2: C1C(C(OC1N2C=NC3=C2NC=NCC3O)CO)O. Drug 1: C(CN)CNCCSP(=O)(O)O. Synergy scores: CSS=-9.70, Synergy_ZIP=6.74, Synergy_Bliss=6.64, Synergy_Loewe=-2.50, Synergy_HSA=-4.98. Cell line: OVCAR3. (6) Drug 1: CC1=C(C=C(C=C1)NC(=O)C2=CC=C(C=C2)CN3CCN(CC3)C)NC4=NC=CC(=N4)C5=CN=CC=C5. Drug 2: COC1=C2C(=CC3=C1OC=C3)C=CC(=O)O2. Cell line: HT29. Synergy scores: CSS=1.20, Synergy_ZIP=-0.504, Synergy_Bliss=-2.40, Synergy_Loewe=-2.42, Synergy_HSA=-3.85. (7) Drug 1: CC1=C(C=C(C=C1)NC2=NC=CC(=N2)N(C)C3=CC4=NN(C(=C4C=C3)C)C)S(=O)(=O)N.Cl. Drug 2: C1=CC=C(C=C1)NC(=O)CCCCCCC(=O)NO. Cell line: RXF 393. Synergy scores: CSS=23.9, Synergy_ZIP=5.07, Synergy_Bliss=11.8, Synergy_Loewe=11.2, Synergy_HSA=13.3.